This data is from M1 muscarinic receptor agonist screen with 61,833 compounds. The task is: Binary Classification. Given a drug SMILES string, predict its activity (active/inactive) in a high-throughput screening assay against a specified biological target. (1) The compound is Brc1ccc(NC(=O)CC2Sc3n(ncn3)C2=O)cc1. The result is 0 (inactive). (2) The drug is S(=O)(=O)(CCC(=O)Nc1c2CCCCc2ccc1)c1c2nonc2ccc1. The result is 0 (inactive). (3) The compound is O(c1cc(N2C(=O)CC(=O)NC2=O)ccc1)C. The result is 0 (inactive). (4) The drug is P(=O)(c1ccccc1)(c1ccccc1)CC(O)=O. The result is 0 (inactive).